The task is: Predict the reactants needed to synthesize the given product.. This data is from Full USPTO retrosynthesis dataset with 1.9M reactions from patents (1976-2016). (1) Given the product [CH3:19][O:20][C:21]1[CH:22]=[CH:23][C:24]([C:27]2[CH:28]=[C:29]([NH:32][CH:8]=[C:9]3[C:17]4[C:12](=[CH:13][CH:14]=[CH:15][CH:16]=4)[NH:11][C:10]3=[O:18])[NH:30][N:31]=2)=[CH:25][CH:26]=1, predict the reactants needed to synthesize it. The reactants are: NC1C=CNN=1.O/[CH:8]=[C:9]1\[C:10](=[O:18])[NH:11][C:12]2[C:17]\1=[CH:16][CH:15]=[CH:14][CH:13]=2.[CH3:19][O:20][C:21]1[CH:26]=[CH:25][C:24]([C:27]2[CH:28]=[C:29]([NH2:32])[NH:30][N:31]=2)=[CH:23][CH:22]=1. (2) Given the product [F:17][C:18]1[CH:19]=[CH:20][C:21]([O:35][CH2:36][C:37]([N:4]([CH:1]([CH3:3])[CH3:2])[NH:5][C:6](=[O:16])[C:7]2[CH:12]=[CH:11][C:10]([NH:13][CH2:74][CH:75]([CH3:77])[CH3:76])=[CH:9][CH:8]=2)=[O:39])=[C:22]([C:24]2[CH:29]=[CH:28][CH:27]=[CH:26][C:25]=2[O:30][C:31]([F:34])([F:33])[F:32])[CH:23]=1, predict the reactants needed to synthesize it. The reactants are: [CH:1]([NH:4][NH:5][C:6](=[O:16])[C:7]1[CH:12]=[CH:11][C:10]([N+:13]([O-])=O)=[CH:9][CH:8]=1)([CH3:3])[CH3:2].[F:17][C:18]1[CH:19]=[CH:20][C:21]([O:35][CH2:36][C:37]([OH:39])=O)=[C:22]([C:24]2[CH:29]=[CH:28][CH:27]=[CH:26][C:25]=2[O:30][C:31]([F:34])([F:33])[F:32])[CH:23]=1.CCN(C(C)C)C(C)C.C1CN([P+](Br)(N2CCCC2)N2CCCC2)CC1.F[P-](F)(F)(F)(F)F.Cl.[CH:74](=O)[CH:75]([CH3:77])[CH3:76]. (3) Given the product [Cl:2][C:3]1[CH:4]=[C:5]([CH:6]=[CH:7][CH:8]=1)[NH:9][C:10]([NH:11][N:12]=[C:23]1[C:22]2[C:17](=[CH:18][CH:19]=[C:20]([S:25][CH2:26][CH2:27][CH2:28][C:29]3[CH:30]=[CH:31][C:32]([C:33]([OH:35])=[O:34])=[CH:36][CH:37]=3)[CH:21]=2)[N:16]([CH2:38][CH2:39][CH3:40])[C:15]1=[O:14])=[O:13], predict the reactants needed to synthesize it. The reactants are: Cl.[Cl:2][C:3]1[CH:4]=[C:5]([NH:9][C:10](=[O:13])[NH:11][NH2:12])[CH:6]=[CH:7][CH:8]=1.[O:14]=[C:15]1[C:23](=O)[C:22]2[C:17](=[CH:18][CH:19]=[C:20]([S:25][CH2:26][CH2:27][CH2:28][C:29]3[CH:37]=[CH:36][C:32]([C:33]([OH:35])=[O:34])=[CH:31][CH:30]=3)[CH:21]=2)[N:16]1[CH2:38][CH2:39][CH3:40]. (4) The reactants are: [NH2:1][C:2]1[N:3]([CH3:8])[N:4]=[CH:5][C:6]=1[Br:7].[C:9]1([C:18]2[CH:23]=[CH:22][CH:21]=[CH:20][CH:19]=2)[CH:14]=[CH:13][C:12](B(O)O)=[CH:11][CH:10]=1.C(N(CC)CC)C. Given the product [C:9]1([C:18]2[CH:19]=[CH:20][CH:21]=[CH:22][CH:23]=2)[CH:14]=[CH:13][C:12]([NH:1][C:2]2[N:3]([CH3:8])[N:4]=[CH:5][C:6]=2[Br:7])=[CH:11][CH:10]=1, predict the reactants needed to synthesize it. (5) Given the product [Cl:56][C:57]1[CH:63]=[CH:62][CH:61]=[CH:60][C:58]=1[NH:59][C:10](=[O:12])[C:9]1[C:13]([NH:15][C:16]2[CH:21]=[CH:20][CH:19]=[CH:18][CH:17]=2)=[CH:14][C:6]([NH:5][C:4]([NH:3][CH2:1][CH3:2])=[O:22])=[N:7][CH:8]=1, predict the reactants needed to synthesize it. The reactants are: [CH2:1]([NH:3][C:4](=[O:22])[NH:5][C:6]1[CH:14]=[C:13]([NH:15][C:16]2[CH:21]=[CH:20][CH:19]=[CH:18][CH:17]=2)[C:9]([C:10]([OH:12])=O)=[CH:8][N:7]=1)[CH3:2].CN(C(ON1N=NC2C=CC=CC1=2)=[N+](C)C)C.F[P-](F)(F)(F)(F)F.CCN(C(C)C)C(C)C.[Cl:56][C:57]1[CH:63]=[CH:62][CH:61]=[CH:60][C:58]=1[NH2:59]. (6) Given the product [F:20][C:17]([F:18])([F:19])[C:12]([C:3]1[CH:4]=[CH:5][C:6]2[C:11](=[CH:10][CH:9]=[CH:8][CH:7]=2)[C:2]=1[NH:1][C:22](=[O:28])[CH2:23][CH2:24][CH2:25][CH2:26][CH3:27])([OH:21])[C:13]([F:14])([F:15])[F:16], predict the reactants needed to synthesize it. The reactants are: [NH2:1][C:2]1[C:11]2[C:6](=[CH:7][CH:8]=[CH:9][CH:10]=2)[CH:5]=[CH:4][C:3]=1[C:12]([OH:21])([C:17]([F:20])([F:19])[F:18])[C:13]([F:16])([F:15])[F:14].[C:22](Cl)(=[O:28])[CH2:23][CH2:24][CH2:25][CH2:26][CH3:27]. (7) The reactants are: [NH2:1][C:2]1[C:7]([N+:8]([O-:10])=[O:9])=[CH:6][CH:5]=[CH:4][C:3]=1[OH:11].[Cl:12]NC(=O)CCC(N)=O. Given the product [NH2:1][C:2]1[C:7]([N+:8]([O-:10])=[O:9])=[CH:6][C:5]([Cl:12])=[CH:4][C:3]=1[OH:11], predict the reactants needed to synthesize it.